From a dataset of Peptide-MHC class II binding affinity with 134,281 pairs from IEDB. Regression. Given a peptide amino acid sequence and an MHC pseudo amino acid sequence, predict their binding affinity value. This is MHC class II binding data. (1) The MHC is DRB1_0401 with pseudo-sequence DRB1_0401. The peptide sequence is TFAATHNPWASQAG. The binding affinity (normalized) is 0.791. (2) The peptide sequence is AFVATTNPWASQEG. The MHC is DRB3_0101 with pseudo-sequence DRB3_0101. The binding affinity (normalized) is 0. (3) The peptide sequence is NHIPGYKVQTNGPWM. The MHC is DRB1_0404 with pseudo-sequence DRB1_0404. The binding affinity (normalized) is 0.242. (4) The peptide sequence is YFVAILDYLNHMAKE. The MHC is DRB1_0405 with pseudo-sequence DRB1_0405. The binding affinity (normalized) is 0.752. (5) The peptide sequence is MKSSWGAIWRIDPKK. The MHC is HLA-DPA10201-DPB11401 with pseudo-sequence HLA-DPA10201-DPB11401. The binding affinity (normalized) is 0.110. (6) The binding affinity (normalized) is 0.601. The peptide sequence is NSELIRRAKAAESLASD. The MHC is DRB1_1101 with pseudo-sequence DRB1_1101. (7) The peptide sequence is PDAEKIVAAVIEKKL. The MHC is HLA-DQA10102-DQB10602 with pseudo-sequence HLA-DQA10102-DQB10602. The binding affinity (normalized) is 0.374. (8) The peptide sequence is KFPELGMNPSHCNEM. The MHC is DRB1_1201 with pseudo-sequence DRB1_1201. The binding affinity (normalized) is 0.225. (9) The peptide sequence is ACSANNSHHYISMGT. The MHC is DRB1_0101 with pseudo-sequence DRB1_0101. The binding affinity (normalized) is 0.455.